Dataset: Forward reaction prediction with 1.9M reactions from USPTO patents (1976-2016). Task: Predict the product of the given reaction. (1) Given the reactants [CH3:1][N:2]([CH2:4][C:5]1[C:13]2[O:12][N:11]=[C:10]([CH2:14][CH2:15][CH:16]3[CH2:21][CH2:20][NH:19][CH2:18][CH2:17]3)[C:9]=2[CH:8]=[CH:7][C:6]=1[O:22][CH2:23][CH:24]1[CH2:26][CH2:25]1)[CH3:3].[Cl:27][C:28]1[CH:35]=[CH:34][C:31]([CH:32]=O)=[CH:30][CH:29]=1, predict the reaction product. The product is: [CH3:1][N:2]([CH2:4][C:5]1[C:13]2[O:12][N:11]=[C:10]([CH2:14][CH2:15][CH:16]3[CH2:21][CH2:20][N:19]([CH2:32][C:31]4[CH:34]=[CH:35][C:28]([Cl:27])=[CH:29][CH:30]=4)[CH2:18][CH2:17]3)[C:9]=2[CH:8]=[CH:7][C:6]=1[O:22][CH2:23][CH:24]1[CH2:25][CH2:26]1)[CH3:3]. (2) The product is: [CH2:1]([N:8]1[C@H:13]([CH3:14])[CH2:12][O:11][C:10]([CH2:16][CH2:17][OH:18])([CH3:15])[CH2:9]1)[C:2]1[CH:3]=[CH:4][CH:5]=[CH:6][CH:7]=1. Given the reactants [CH2:1]([N:8]1[C@H:13]([CH3:14])[CH2:12][O:11][C:10]([CH2:16][CH2:17][OH:18])([CH3:15])[C:9]1=O)[C:2]1[CH:7]=[CH:6][CH:5]=[CH:4][CH:3]=1.CO, predict the reaction product. (3) Given the reactants [S:1]([O-:6])(O[O-])(=O)=[O:2].[K+].[K+].[C:9]([O:13][C:14](=[O:45])[NH:15][C:16]1[CH:21]=[CH:20][C:19]([CH2:22][CH2:23][C:24]2[N:25]=[C:26]([NH:41][C:42](=[O:44])[CH3:43])[S:27][C:28]=2[C:29]([NH:31][CH2:32][C:33]2[CH:38]=[CH:37][C:36](SC)=[CH:35][CH:34]=2)=[O:30])=[CH:18][CH:17]=1)([CH3:12])([CH3:11])[CH3:10].[CH2:46]1COCC1, predict the reaction product. The product is: [C:42]([NH:41][C:26]1[S:27][C:28]([C:29]([NH:31][CH2:32][C:33]2[CH:34]=[CH:35][C:36]([S:1]([CH3:46])(=[O:6])=[O:2])=[CH:37][CH:38]=2)=[O:30])=[C:24]([CH2:23][CH2:22][C:19]2[CH:18]=[CH:17][C:16]([NH:15][C:14](=[O:45])[O:13][C:9]([CH3:12])([CH3:11])[CH3:10])=[CH:21][CH:20]=2)[N:25]=1)(=[O:44])[CH3:43].